This data is from Full USPTO retrosynthesis dataset with 1.9M reactions from patents (1976-2016). The task is: Predict the reactants needed to synthesize the given product. (1) The reactants are: [C:1]([O:4][CH:5]([C:7]1([C:16]([NH:18][CH2:19][C:20]2[CH:25]=[C:24]([C:26]([F:29])([F:28])[F:27])[CH:23]=[CH:22][C:21]=2[O:30]C(C)(C)C)=[O:17])[CH2:11][CH2:10][CH:9]([O:12][C:13](=[O:15])[CH3:14])[CH2:8]1)[CH3:6])(=[O:3])[CH3:2]. Given the product [C:13]([O:12][CH:9]1[CH2:10][CH2:11][C:7]([CH:5]([O:4][C:1](=[O:3])[CH3:2])[CH3:6])([C:16]([NH:18][CH2:19][C:20]2[CH:25]=[C:24]([C:26]([F:27])([F:29])[F:28])[CH:23]=[CH:22][C:21]=2[OH:30])=[O:17])[CH2:8]1)(=[O:15])[CH3:14], predict the reactants needed to synthesize it. (2) The reactants are: [CH2:1]1[C:13]2[NH:12][C:11]3[C:6](=[CH:7][C:8]([NH2:14])=[CH:9][CH:10]=3)[C:5]=2[CH2:4][CH2:3][CH2:2]1.[O:15]1[C:19]2[CH:20]=[CH:21][C:22]([C:24]3([C:27](O)=[O:28])[CH2:26][CH2:25]3)=[CH:23][C:18]=2[O:17][CH2:16]1.C(N(C(C)C)CC)(C)C.CN(C(ON1N=NC2C=CC=NC1=2)=[N+](C)C)C.F[P-](F)(F)(F)(F)F. Given the product [O:15]1[C:19]2[CH:20]=[CH:21][C:22]([C:24]3([C:27]([NH:14][C:8]4[CH:7]=[C:6]5[C:11](=[CH:10][CH:9]=4)[NH:12][C:13]4[CH2:1][CH2:2][CH2:3][CH2:4][C:5]5=4)=[O:28])[CH2:25][CH2:26]3)=[CH:23][C:18]=2[O:17][CH2:16]1, predict the reactants needed to synthesize it.